This data is from Catalyst prediction with 721,799 reactions and 888 catalyst types from USPTO. The task is: Predict which catalyst facilitates the given reaction. Reactant: Cl[C:2]1[N:7]=[C:6]([N:8]2[CH2:13][CH2:12][O:11][CH2:10][CH2:9]2)[C:5]([O:14][CH3:15])=[CH:4][N:3]=1.[N+:16]([C:19]1[CH:24]=[C:23](B2OC(C)(C)C(C)(C)O2)[CH:22]=[CH:21][C:20]=1[NH2:34])([O-:18])=[O:17].C(=O)([O-])[O-].[Na+].[Na+]. Product: [CH3:15][O:14][C:5]1[C:6]([N:8]2[CH2:13][CH2:12][O:11][CH2:10][CH2:9]2)=[N:7][C:2]([C:23]2[CH:22]=[CH:21][C:20]([NH2:34])=[C:19]([N+:16]([O-:18])=[O:17])[CH:24]=2)=[N:3][CH:4]=1. The catalyst class is: 203.